Dataset: Full USPTO retrosynthesis dataset with 1.9M reactions from patents (1976-2016). Task: Predict the reactants needed to synthesize the given product. (1) Given the product [C:10]1([CH:16]([C:17]2[NH:25][C:20]3=[CH:21][N:22]=[CH:23][CH:24]=[C:19]3[CH:18]=2)[NH:26][C:1](=[O:9])[C:2]2[CH:3]=[CH:4][CH:5]=[CH:6][CH:7]=2)[CH:11]=[CH:12][CH:13]=[CH:14][CH:15]=1, predict the reactants needed to synthesize it. The reactants are: [C:1]([OH:9])(=O)[C:2]1[CH:7]=[CH:6][CH:5]=[CH:4][CH:3]=1.[C:10]1([CH:16]([NH2:26])[C:17]2[NH:25][C:20]3=[CH:21][N:22]=[CH:23][CH:24]=[C:19]3[CH:18]=2)[CH:15]=[CH:14][CH:13]=[CH:12][CH:11]=1. (2) Given the product [OH:10][C:3]1[C:2]([C:14]2[CH:15]=[CH:16][N:11]=[CH:12][CH:13]=2)=[CH:9][CH:8]=[CH:7][C:4]=1[CH:5]=[O:6], predict the reactants needed to synthesize it. The reactants are: Br[C:2]1[C:3]([OH:10])=[C:4]([CH:7]=[CH:8][CH:9]=1)[CH:5]=[O:6].[N:11]1[CH:16]=[CH:15][C:14](B(O)O)=[CH:13][CH:12]=1.C([O-])([O-])=O.[Na+].[Na+]. (3) Given the product [CH3:12][O:13][C:14]1[CH:15]=[CH:16][C:17]([C:20]2[CH:21]=[CH:22][C:23]([S:26]([NH:29][CH:30]([CH2:35][CH:36]([OH:38])[CH2:37][S:9][C:7]3[O:8][C:4]4[CH:3]=[C:2]([Cl:1])[CH:11]=[CH:10][C:5]=4[N:6]=3)[C:31]([OH:33])=[O:32])(=[O:27])=[O:28])=[CH:24][CH:25]=2)=[CH:18][CH:19]=1, predict the reactants needed to synthesize it. The reactants are: [Cl:1][C:2]1[CH:11]=[CH:10][C:5]2[N:6]=[C:7]([SH:9])[O:8][C:4]=2[CH:3]=1.[CH3:12][O:13][C:14]1[CH:19]=[CH:18][C:17]([C:20]2[CH:25]=[CH:24][C:23]([S:26]([NH:29][CH:30]([CH2:35][CH:36]3[O:38][CH2:37]3)[C:31]([O:33]C)=[O:32])(=[O:28])=[O:27])=[CH:22][CH:21]=2)=[CH:16][CH:15]=1. (4) Given the product [NH2:38][C:31](=[O:33])[CH2:30][CH:7]1[C:6]2[C:29](=[CH:2][CH:3]=[CH:4][CH:5]=2)[C:9]2([CH2:10][CH2:11][N:12]([C:15]([NH:16][CH:17]3[CH:18]4[CH2:26][CH:22]5[CH2:21][CH:20]([CH2:25][CH:24]3[CH2:23]5)[CH2:19]4)=[O:28])[CH2:13][CH2:14]2)[CH2:8]1, predict the reactants needed to synthesize it. The reactants are: Br[C:2]1[CH:3]=[CH:4][CH:5]=[C:6]2[C:29]=1[C:9]1([CH2:14][CH2:13][N:12]([C:15](=[O:28])[NH:16][CH:17]3[CH:24]4[CH2:25][C:20]5(F)[CH2:21][CH:22]([CH2:26][CH:18]3[CH2:19]5)[CH2:23]4)[CH2:11][CH2:10]1)[CH2:8][CH:7]2[CH2:30][C:31]([O:33]CC)=O.CC[N:38]=C=NCCCN(C)C.C1C=CC2N(O)N=NC=2C=1.CCN(C(C)C)C(C)C. (5) Given the product [C:16]([O:20][C:21]([N:23]1[CH2:28][CH2:27][CH:26]([O:29][Si:30]([C:33]([CH3:36])([CH3:34])[CH3:35])([CH3:31])[CH3:32])/[C:25](=[CH:5]\[C:6]#[N:7])/[CH2:24]1)=[O:22])([CH3:18])([CH3:17])[CH3:19], predict the reactants needed to synthesize it. The reactants are: C[Si]([CH2:5][C:6]#[N:7])(C)C.C([N-]C(C)C)(C)C.[Li+].[C:16]([O:20][C:21]([N:23]1[CH2:28][CH2:27][CH:26]([O:29][Si:30]([C:33]([CH3:36])([CH3:35])[CH3:34])([CH3:32])[CH3:31])[C:25](=O)[CH2:24]1)=[O:22])([CH3:19])([CH3:18])[CH3:17]. (6) Given the product [NH2:37][C:35](=[O:36])[CH2:34][N:16]1[C:17]2[CH:30]=[CH:29][CH:28]=[CH:27][C:18]=2[C:19]([C:21]2[CH:26]=[CH:25][CH:24]=[CH:23][CH:22]=2)=[N:20][CH:14]([NH:13][C:11](=[O:12])[C@@H:10]([CH3:32])[CH2:9][C:4]2[CH:5]=[CH:6][C:7]([Cl:8])=[C:2]([Cl:1])[CH:3]=2)[C:15]1=[O:31], predict the reactants needed to synthesize it. The reactants are: [Cl:1][C:2]1[CH:3]=[C:4]([CH2:9][C@H:10]([CH3:32])[C:11]([NH:13][CH:14]2[N:20]=[C:19]([C:21]3[CH:26]=[CH:25][CH:24]=[CH:23][CH:22]=3)[C:18]3[CH:27]=[CH:28][CH:29]=[CH:30][C:17]=3[NH:16][C:15]2=[O:31])=[O:12])[CH:5]=[CH:6][C:7]=1[Cl:8].Br[CH2:34][C:35]([NH2:37])=[O:36].